Dataset: Full USPTO retrosynthesis dataset with 1.9M reactions from patents (1976-2016). Task: Predict the reactants needed to synthesize the given product. (1) Given the product [Cl:1][C:2]1[CH:3]=[CH:4][CH:5]=[C:6]2[C:10]=1[N:9]([CH2:22][CH2:23][CH2:24][CH2:25][CH3:26])[N:8]=[C:7]2[C:11]1[CH:16]=[CH:15][C:14]([O:17][CH3:18])=[CH:13][CH:12]=1, predict the reactants needed to synthesize it. The reactants are: [Cl:1][C:2]1[CH:3]=[CH:4][CH:5]=[C:6]2[C:10]=1[NH:9][N:8]=[C:7]2[C:11]1[CH:16]=[CH:15][C:14]([O:17][CH3:18])=[CH:13][CH:12]=1.[H-].[Na+].I[CH2:22][CH2:23][CH2:24][CH2:25][CH3:26]. (2) Given the product [C:1]1([C:7]2[CH:8]=[N:9][N:10]3[CH:15]=[C:14]([C:16]4[CH:17]=[CH:18][C:19]([C:20]([OH:29])=[O:21])=[CH:22][CH:23]=4)[CH:13]=[N:12][C:11]=23)[CH:6]=[CH:5][CH:4]=[CH:3][CH:2]=1, predict the reactants needed to synthesize it. The reactants are: [C:1]1([C:7]2[CH:8]=[N:9][N:10]3[CH:15]=[C:14]([C:16]4[CH:23]=[CH:22][C:19]([CH:20]=[O:21])=[CH:18][CH:17]=4)[CH:13]=[N:12][C:11]=23)[CH:6]=[CH:5][CH:4]=[CH:3][CH:2]=1.CC(CC)=C.[OH:29]P([O-])(O)=O.[Na+].Cl([O-])=O.[Na+]. (3) Given the product [CH2:1]([S:8]([C:9]1[N:14]=[C:13]([C:15]([NH:17][CH2:18][CH:19]2[CH2:24][CH2:23][O:22][CH2:21][CH2:20]2)=[O:16])[C:12]([NH:25][C:26]([C:28]2[C:37]3[C:32](=[CH:33][CH:34]=[CH:35][CH:36]=3)[C:31]([CH2:38][O:39][CH3:40])=[CH:30][CH:29]=2)=[O:27])=[CH:11][CH:10]=1)=[O:49])[C:2]1[CH:3]=[CH:4][CH:5]=[CH:6][CH:7]=1.[CH2:1]([S:8]([C:9]1[N:14]=[C:13]([C:15]([NH:17][CH2:18][CH:19]2[CH2:24][CH2:23][O:22][CH2:21][CH2:20]2)=[O:16])[C:12]([NH:25][C:26]([C:28]2[C:37]3[C:32](=[CH:33][CH:34]=[CH:35][CH:36]=3)[C:31]([CH2:38][O:39][CH3:40])=[CH:30][CH:29]=2)=[O:27])=[CH:11][CH:10]=1)(=[O:49])=[O:52])[C:2]1[CH:3]=[CH:4][CH:5]=[CH:6][CH:7]=1, predict the reactants needed to synthesize it. The reactants are: [CH2:1]([S:8][C:9]1[N:14]=[C:13]([C:15]([NH:17][CH2:18][CH:19]2[CH2:24][CH2:23][O:22][CH2:21][CH2:20]2)=[O:16])[C:12]([NH:25][C:26]([C:28]2[C:37]3[C:32](=[CH:33][CH:34]=[CH:35][CH:36]=3)[C:31]([CH2:38][O:39][CH3:40])=[CH:30][CH:29]=2)=[O:27])=[CH:11][CH:10]=1)[C:2]1[CH:7]=[CH:6][CH:5]=[CH:4][CH:3]=1.ClC1C=CC=C(C(OO)=[O:49])C=1.[OH2:52].